From a dataset of Reaction yield outcomes from USPTO patents with 853,638 reactions. Predict the reaction yield, written as a fraction of the theoretical maximum amount of product (1.0 means a 100% yield; for example, 0.34 means a 34% yield). (1) The reactants are Br[C:2]1[CH:7]=[CH:6][CH:5]=[C:4]([Br:8])[CH:3]=1.B1([C:15]2[CH:20]=[CH:19][CH:18]=[N:17][CH:16]=2)OCCCO1. The catalyst is C(O)C. The product is [Br:8][C:4]1[CH:3]=[C:2]([C:15]2[CH:16]=[N:17][CH:18]=[CH:19][CH:20]=2)[CH:7]=[CH:6][CH:5]=1. The yield is 0.640. (2) The reactants are [F:1][C:2]([F:12])([F:11])[S:3][C:4]1[CH:10]=[CH:9][CH:8]=[CH:7][C:5]=1[NH2:6].O.[F:14][C:15]([F:23])([F:22])[C:16]([C:18]([F:21])([F:20])[F:19])=[O:17].C(=O)([O-])O.[Na+]. The catalyst is O.C1(C)C=CC(S(O)(=O)=O)=CC=1.C(OCC)(=O)C. The product is [OH:17][C:16]([C:9]1[CH:8]=[CH:7][C:5]([NH2:6])=[C:4]([S:3][C:2]([F:11])([F:1])[F:12])[CH:10]=1)([C:18]([F:21])([F:20])[F:19])[C:15]([F:23])([F:22])[F:14]. The yield is 0.510.